From a dataset of Catalyst prediction with 721,799 reactions and 888 catalyst types from USPTO. Predict which catalyst facilitates the given reaction. (1) Reactant: Cl[C:2]1[N:7]=[C:6]([NH:8][C:9]2[CH:18]=[CH:17][CH:16]=[CH:15][C:10]=2[C:11]([NH:13][CH3:14])=[O:12])[C:5]([C:19]([F:22])([F:21])[F:20])=[CH:4][N:3]=1.[NH2:23][C:24]1[CH:29]=[CH:28][C:27]([CH:30]([P:32](=[O:39])([O:36][CH2:37][CH3:38])[O:33][CH2:34][CH3:35])[OH:31])=[CH:26][CH:25]=1.[C:40](O)(C(F)(F)F)=O. Product: [CH3:40][O:31][CH:30]([P:32](=[O:39])([O:33][CH2:34][CH3:35])[O:36][CH2:37][CH3:38])[C:27]1[CH:28]=[CH:29][C:24]([NH:23][C:2]2[N:7]=[C:6]([NH:8][C:9]3[CH:18]=[CH:17][CH:16]=[CH:15][C:10]=3[C:11](=[O:12])[NH:13][CH3:14])[C:5]([C:19]([F:22])([F:21])[F:20])=[CH:4][N:3]=2)=[CH:25][CH:26]=1. The catalyst class is: 5. (2) Product: [Cl:16][C:12]1[CH:11]=[C:10]([NH:9][C:6]2[N:5]=[C:4]([C:17]([F:20])([F:19])[F:18])[C:3]([CH2:2][N:25]3[C:21](=[O:31])[C:22]4[C:23](=[CH:27][CH:28]=[CH:29][CH:30]=4)[C:24]3=[O:26])=[CH:8][N:7]=2)[CH:15]=[CH:14][CH:13]=1. The catalyst class is: 9. Reactant: Cl[CH2:2][C:3]1[C:4]([C:17]([F:20])([F:19])[F:18])=[N:5][C:6]([NH:9][C:10]2[CH:15]=[CH:14][CH:13]=[C:12]([Cl:16])[CH:11]=2)=[N:7][CH:8]=1.[C:21]1(=[O:31])[NH:25][C:24](=[O:26])[C:23]2=[CH:27][CH:28]=[CH:29][CH:30]=[C:22]12.[K]. (3) Reactant: F[C:2]1[CH:9]=[C:8]([CH:10]([OH:17])[C:11]2[N:12]([CH3:16])[CH:13]=[N:14][CH:15]=2)[CH:7]=[CH:6][C:3]=1[C:4]#[N:5].[CH:18]1[C:27]2[C:22](=[CH:23][CH:24]=[CH:25][CH:26]=2)[CH:21]=[CH:20][C:19]=1[OH:28].C([O-])([O-])=O.[Cs+].[Cs+]. Product: [CH3:16][N:12]1[C:11]([C:10]([C:8]2[CH:7]=[CH:6][C:3]([C:4]#[N:5])=[C:2]([O:28][C:19]3[CH:20]=[CH:21][C:22]4[C:27](=[CH:26][CH:25]=[CH:24][CH:23]=4)[CH:18]=3)[CH:9]=2)=[O:17])=[CH:15][N:14]=[CH:13]1. The catalyst class is: 31. (4) Reactant: [CH:1]([C:3]1[CH:13]=[CH:12][C:6]([O:7][CH2:8][C:9]([OH:11])=O)=[CH:5][CH:4]=1)=[O:2].S(Cl)(Cl)=O.[F:18][C:19]1[CH:20]=[C:21]([C:32]2[CH:36]=[C:35]([CH2:37][NH:38][C:39]3[CH:43]=[CH:42][O:41][N:40]=3)[O:34][N:33]=2)[CH:22]=[C:23]([F:31])[C:24]=1[N:25]1[CH2:30][CH2:29][NH:28][CH2:27][CH2:26]1.C(N(CC)C(C)C)(C)C. Product: [F:18][C:19]1[CH:20]=[C:21]([C:32]2[CH:36]=[C:35]([CH2:37][NH:38][C:39]3[CH:43]=[CH:42][O:41][N:40]=3)[O:34][N:33]=2)[CH:22]=[C:23]([F:31])[C:24]=1[N:25]1[CH2:26][CH2:27][N:28]([C:9](=[O:11])[CH2:8][O:7][C:6]2[CH:5]=[CH:4][C:3]([CH:1]=[O:2])=[CH:13][CH:12]=2)[CH2:29][CH2:30]1. The catalyst class is: 4. (5) Reactant: [CH2:1]([C:5]1[N:10]2[N:11]=[C:12]([CH3:14])[N:13]=[C:9]2[N:8]([CH:15]2[CH2:24][CH2:23][C:18]3(OCC[O:19]3)[CH2:17][CH2:16]2)[C:7](=[O:25])[C:6]=1[CH2:26][C:27]1[CH:32]=[CH:31][C:30]([C:33]2[C:34]([C:39]#[N:40])=[CH:35][CH:36]=[CH:37][CH:38]=2)=[CH:29][CH:28]=1)[CH2:2][CH2:3][CH3:4].Cl.O1CCCC1. Product: [CH2:1]([C:5]1[N:10]2[N:11]=[C:12]([CH3:14])[N:13]=[C:9]2[N:8]([C@H:15]2[CH2:24][CH2:23][C@H:18]([OH:19])[CH2:17][CH2:16]2)[C:7](=[O:25])[C:6]=1[CH2:26][C:27]1[CH:28]=[CH:29][C:30]([C:33]2[C:34]([C:39]#[N:40])=[CH:35][CH:36]=[CH:37][CH:38]=2)=[CH:31][CH:32]=1)[CH2:2][CH2:3][CH3:4]. The catalyst class is: 13. (6) Reactant: [NH:1]([C:22]([O:24][C:25]([CH3:28])([CH3:27])[CH3:26])=[O:23])[C@H:2]([C:13]([O:15][CH:16]1[CH2:21][CH2:20][CH2:19][CH2:18][CH2:17]1)=[O:14])[C@@H:3]([CH3:12])[O:4]CC1C=CC=CC=1.CCCCCC. Product: [NH:1]([C:22]([O:24][C:25]([CH3:26])([CH3:28])[CH3:27])=[O:23])[C@H:2]([C:13]([O:15][CH:16]1[CH2:21][CH2:20][CH2:19][CH2:18][CH2:17]1)=[O:14])[C@@H:3]([CH3:12])[OH:4]. The catalyst class is: 99. (7) Reactant: [N:1]([C:4]1[CH:13]=[CH:12][CH:11]=[CH:10][C:5]=1[C:6]([O:8]C)=O)=[C:2]=[O:3].Cl.[NH2:15][C@H:16]([C:21]([O:23]C)=[O:22])[CH2:17][CH:18]([CH3:20])[CH3:19].[OH-].[Na+].Cl. Product: [O:3]=[C:2]1[N:15]([C@@H:16]([CH2:17][CH:18]([CH3:20])[CH3:19])[C:21]([OH:23])=[O:22])[C:6](=[O:8])[C:5]2[C:4](=[CH:13][CH:12]=[CH:11][CH:10]=2)[NH:1]1. The catalyst class is: 424. (8) Reactant: CC(OC([N:8](C(OC(C)(C)C)=O)[N:9]([C:17]1[C:22]([F:23])=[C:21]([N:24]([N:31]2[CH2:36][CH2:35][N:34]([CH3:37])[CH2:33][CH2:32]2)[CH2:25][C:26]2[S:27][CH:28]=[CH:29][N:30]=2)[N:20]=[C:19]([Cl:38])[N:18]=1)C(OC(C)(C)C)=O)=O)(C)C.Cl. Product: [Cl:38][C:19]1[N:20]=[C:21]([N:24]([N:31]2[CH2:32][CH2:33][N:34]([CH3:37])[CH2:35][CH2:36]2)[CH2:25][C:26]2[S:27][CH:28]=[CH:29][N:30]=2)[C:22]([F:23])=[C:17]([NH:9][NH2:8])[N:18]=1. The catalyst class is: 2. (9) Reactant: [CH3:1][O:2][C:3]1[C:4]2[C:15]([C:16]3[CH:21]=[CH:20][CH:19]=[CH:18][CH:17]=3)=[C:14]([C:22]3[CH:27]=[CH:26][C:25]([C:28]4([NH:32][C:33](=[O:39])[O:34][C:35]([CH3:38])([CH3:37])[CH3:36])[CH2:31][CH2:30][CH2:29]4)=[CH:24][CH:23]=3)[O:13][C:5]=2[N:6]=[C:7](S(C)(=O)=O)[N:8]=1.[CH3:40][Mg]I. Product: [CH3:1][O:2][C:3]1[C:4]2[C:15]([C:16]3[CH:21]=[CH:20][CH:19]=[CH:18][CH:17]=3)=[C:14]([C:22]3[CH:27]=[CH:26][C:25]([C:28]4([NH:32][C:33](=[O:39])[O:34][C:35]([CH3:38])([CH3:37])[CH3:36])[CH2:31][CH2:30][CH2:29]4)=[CH:24][CH:23]=3)[O:13][C:5]=2[N:6]=[C:7]([CH3:40])[N:8]=1. The catalyst class is: 1.